From a dataset of NCI-60 drug combinations with 297,098 pairs across 59 cell lines. Regression. Given two drug SMILES strings and cell line genomic features, predict the synergy score measuring deviation from expected non-interaction effect. (1) Drug 1: C1=NC2=C(N=C(N=C2N1C3C(C(C(O3)CO)O)F)Cl)N. Drug 2: C1CC(=O)NC(=O)C1N2C(=O)C3=CC=CC=C3C2=O. Cell line: ACHN. Synergy scores: CSS=12.2, Synergy_ZIP=-5.97, Synergy_Bliss=-0.365, Synergy_Loewe=-37.5, Synergy_HSA=-5.21. (2) Drug 1: C1=CN(C=N1)CC(O)(P(=O)(O)O)P(=O)(O)O. Drug 2: COCCOC1=C(C=C2C(=C1)C(=NC=N2)NC3=CC=CC(=C3)C#C)OCCOC.Cl. Cell line: NCI-H460. Synergy scores: CSS=-2.89, Synergy_ZIP=1.78, Synergy_Bliss=2.20, Synergy_Loewe=-0.519, Synergy_HSA=-0.468.